The task is: Predict which catalyst facilitates the given reaction.. This data is from Catalyst prediction with 721,799 reactions and 888 catalyst types from USPTO. (1) Reactant: [CH2:1]([N:3]([CH2:5][CH3:6])[CH3:4])[CH3:2].O.[C:8]1([CH3:18])[CH:13]=[CH:12][C:11]([S:14]([OH:17])(=[O:16])=[O:15])=[CH:10][CH:9]=1. Product: [CH2:1]([N:3]([CH2:5][CH3:6])[CH3:4])[CH3:2].[C:8]1([CH3:18])[CH:9]=[CH:10][C:11]([S:14]([OH:17])(=[O:15])=[O:16])=[CH:12][CH:13]=1. The catalyst class is: 131. (2) The catalyst class is: 3. Product: [CH3:41][N:42]1[C:51]2[C:46](=[CH:47][N:48]=[C:49]([CH3:52])[CH:50]=2)[CH:45]=[C:44]([C:53]2[CH:54]=[C:55]([NH:60][C:61]3[N:62]=[C:5]([C:2]4([CH3:1])[CH2:4][CH2:3]4)[O:7][N:64]=3)[CH:56]=[CH:57][C:58]=2[CH3:59])[C:43]1=[O:65]. Reactant: [CH3:1][C:2]1([C:5]([OH:7])=O)[CH2:4][CH2:3]1.CCN(C(C)C)C(C)C.CN(C(ON1N=NC2C=CC=NC1=2)=[N+](C)C)C.F[P-](F)(F)(F)(F)F.[CH3:41][N:42]1[C:51]2[C:46](=[CH:47][N:48]=[C:49]([CH3:52])[CH:50]=2)[CH:45]=[C:44]([C:53]2[CH:54]=[C:55]([NH:60]/[C:61](/[NH2:64])=[N:62]/O)[CH:56]=[CH:57][C:58]=2[CH3:59])[C:43]1=[O:65]. (3) Reactant: [Br:1][C:2]1[O:6][C:5]([C:7]([OH:9])=O)=[CH:4][CH:3]=1.C1CCC(N=C=NC2CCCCC2)CC1.C1C=CC2N(O)N=NC=2C=1.[C@@H:35]12[CH2:49][C@@H:39]([N:40]([C:42]([O:44][C:45]([CH3:48])([CH3:47])[CH3:46])=[O:43])[CH2:41]1)[CH2:38][NH:37][CH2:36]2. Product: [Br:1][C:2]1[O:6][C:5]([C:7]([N:37]2[CH2:38][C@H:39]3[CH2:49][C@H:35]([CH2:41][N:40]3[C:42]([O:44][C:45]([CH3:48])([CH3:47])[CH3:46])=[O:43])[CH2:36]2)=[O:9])=[CH:4][CH:3]=1. The catalyst class is: 4. (4) Reactant: F[C:2](F)(F)[C:3]([OH:5])=O.F[C:9](F)(F)[C:10]([OH:12])=O.[NH2:15][C:16]1[N:21]=[CH:20][N:19]=[C:18]2[N:22]([CH:26]([C:28]3[CH:35]=[C:34]([CH3:36])[C:31]([C:32]#[N:33])=[C:30]([CH:37]4[CH2:40][NH:39][CH2:38]4)[C:29]=3OCC)[CH3:27])[N:23]=[C:24]([CH3:25])[C:17]=12.CCN(C(C)C)C(C)C.[C:53](O)(=[O:56])CC.F[P-](F)(F)(F)(F)F.[CH3:65][N+](C)=C(N(C)C)ON1C2N=CC=CC=2N=N1. Product: [NH2:15][C:16]1[N:21]=[CH:20][N:19]=[C:18]2[N:22]([CH:26]([C:28]3[CH:35]=[C:34]([CH3:36])[C:31]([C:32]#[N:33])=[C:30]([CH:37]4[CH2:40][N:39]([C:53](=[O:56])[C:10]([OH:12])([CH3:9])[CH3:65])[CH2:38]4)[C:29]=3[O:5][CH2:3][CH3:2])[CH3:27])[N:23]=[C:24]([CH3:25])[C:17]=12. The catalyst class is: 9. (5) Reactant: [C:1]([C:3]1[CH:8]=[CH:7][CH:6]=[CH:5][C:4]=1[CH2:9][CH2:10][C:11](O)=[O:12])#[N:2].C(Cl)(=O)C(Cl)=O.[BH4-].[Na+]. Product: [OH:12][CH2:11][CH2:10][CH2:9][C:4]1[CH:5]=[CH:6][CH:7]=[CH:8][C:3]=1[C:1]#[N:2]. The catalyst class is: 2. (6) Reactant: [F:1][C:2]([F:6])([F:5])[CH2:3][OH:4].[H-].[Na+].[CH3:9][O:10][C:11]1[N:12]=[N+:13]([O-:21])[C:14]([CH3:20])=[CH:15][C:16]=1[N+]([O-])=O.O. Product: [CH3:9][O:10][C:11]1[N:12]=[N+:13]([O-:21])[C:14]([CH3:20])=[CH:15][C:16]=1[O:4][CH2:3][C:2]([F:6])([F:5])[F:1]. The catalyst class is: 2. (7) Reactant: [CH2:1]1[C:9]2[C:4](=[CH:5][CH:6]=[CH:7][CH:8]=2)[CH2:3][CH:2]1[C:10]([NH2:12])=[O:11].S(Cl)(Cl)=O.[CH3:17][C@H:18]1[CH2:23][N:22]([C:24]2[CH:29]=[CH:28][C:27]([O:30][C:31]([F:34])([F:33])[F:32])=[CH:26][CH:25]=2)[CH2:21][C@@H:20]([CH3:35])[N:19]1[S:36](C1C=CC=C2C=1CC(C(O)=O)C2)(=[O:38])=[O:37]. Product: [CH3:35][C@H:20]1[CH2:21][N:22]([C:24]2[CH:25]=[CH:26][C:27]([O:30][C:31]([F:34])([F:32])[F:33])=[CH:28][CH:29]=2)[CH2:23][C@@H:18]([CH3:17])[N:19]1[S:36]([C:5]1[CH:6]=[CH:7][CH:8]=[C:9]2[C:4]=1[CH2:3][CH:2]([C:10]([NH2:12])=[O:11])[CH2:1]2)(=[O:37])=[O:38]. The catalyst class is: 1. (8) Reactant: P12(SP3(SP(SP(S3)(S1)=S)(=S)S2)=S)=[S:2].[CH:15]12[CH2:21][CH:18]([CH2:19][CH2:20]1)[CH2:17][CH:16]2[C:22]1[CH:27]=[CH:26][CH:25]=[CH:24][C:23]=1[NH:28][C:29]([C:31]1[C:32]([CH:37]([F:39])[F:38])=[N:33][N:34]([CH3:36])[CH:35]=1)=O.O.C1CCCCC1.C(OCC)(=O)C. Product: [CH:15]12[CH2:21][CH:18]([CH2:19][CH2:20]1)[CH2:17][CH:16]2[C:22]1[CH:27]=[CH:26][CH:25]=[CH:24][C:23]=1[NH:28][C:29]([C:31]1[C:32]([CH:37]([F:39])[F:38])=[N:33][N:34]([CH3:36])[CH:35]=1)=[S:2]. The catalyst class is: 11.